From a dataset of Full USPTO retrosynthesis dataset with 1.9M reactions from patents (1976-2016). Predict the reactants needed to synthesize the given product. (1) Given the product [CH:23]1([NH:28][C:53]([C:49]2[CH:48]=[C:47]3[C:52]([C:43]([C:36]4[C:35]([C:30]5[CH:31]=[CH:32][CH:33]=[CH:34][N:29]=5)=[N:39][N:38]5[CH2:40][CH2:41][CH2:42][C:37]=45)=[CH:44][CH:45]=[N:46]3)=[CH:51][CH:50]=2)=[O:54])[CH2:27][CH2:26][CH2:25][CH2:24]1, predict the reactants needed to synthesize it. The reactants are: Cl.CN(C)CCCN=C=NCC.C1C=CC2N(O)N=NC=2C=1.[CH:23]1([NH2:28])[CH2:27][CH2:26][CH2:25][CH2:24]1.[N:29]1[CH:34]=[CH:33][CH:32]=[CH:31][C:30]=1[C:35]1[C:36]([C:43]2[C:52]3[C:47](=[CH:48][C:49]([C:53](O)=[O:54])=[CH:50][CH:51]=3)[N:46]=[CH:45][CH:44]=2)=[C:37]2[CH2:42][CH2:41][CH2:40][N:38]2[N:39]=1. (2) The reactants are: [CH2:1]([O:3][C:4]([C:6]1[CH:7]=[C:8]2[C:13](=[CH:14][CH:15]=1)[N:12]=[C:11](Cl)[CH:10]=[CH:9]2)=[O:5])[CH3:2].[NH2:17][C@H:18]1[C:26]2[C:21](=[CH:22][CH:23]=[CH:24][CH:25]=2)[CH2:20][CH2:19]1. Given the product [CH2:1]([O:3][C:4]([C:6]1[CH:7]=[C:8]2[C:13](=[CH:14][CH:15]=1)[N:12]=[C:11]([NH:17][C@H:18]1[C:26]3[C:21](=[CH:22][CH:23]=[CH:24][CH:25]=3)[CH2:20][CH2:19]1)[CH:10]=[CH:9]2)=[O:5])[CH3:2], predict the reactants needed to synthesize it. (3) Given the product [F:30][C:27]1[CH:28]=[CH:29][C:24]([CH2:23][CH:20]2[CH2:21][CH2:22][N:17]([C:15](=[O:16])[CH2:14][NH:1][C:2]3[CH:3]=[C:4]4[C:9](=[CH:10][CH:11]=3)[NH:8][C:7](=[O:12])[CH2:6][CH2:5]4)[CH2:18][CH2:19]2)=[CH:25][CH:26]=1, predict the reactants needed to synthesize it. The reactants are: [NH2:1][C:2]1[CH:3]=[C:4]2[C:9](=[CH:10][CH:11]=1)[NH:8][C:7](=[O:12])[CH2:6][CH2:5]2.Cl[CH2:14][C:15]([N:17]1[CH2:22][CH2:21][CH:20]([CH2:23][C:24]2[CH:29]=[CH:28][C:27]([F:30])=[CH:26][CH:25]=2)[CH2:19][CH2:18]1)=[O:16]. (4) Given the product [F:30][C:31]1[CH:36]=[CH:35][CH:34]=[CH:33][C:32]=1[S:37]([NH:1][C:2]1[CH:28]=[CH:27][C:5]([O:6][C:7]2[C:16]3[CH2:15][N:14]([CH2:17][C:18]4[CH:23]=[CH:22][C:21]([O:24][CH3:25])=[CH:20][CH:19]=4)[C:13](=[O:26])[NH:12][C:11]=3[N:10]=[CH:9][CH:8]=2)=[C:4]([F:29])[CH:3]=1)(=[O:39])=[O:38], predict the reactants needed to synthesize it. The reactants are: [NH2:1][C:2]1[CH:28]=[CH:27][C:5]([O:6][C:7]2[C:16]3[CH2:15][N:14]([CH2:17][C:18]4[CH:23]=[CH:22][C:21]([O:24][CH3:25])=[CH:20][CH:19]=4)[C:13](=[O:26])[NH:12][C:11]=3[N:10]=[CH:9][CH:8]=2)=[C:4]([F:29])[CH:3]=1.[F:30][C:31]1[CH:36]=[CH:35][CH:34]=[CH:33][C:32]=1[S:37](Cl)(=[O:39])=[O:38]. (5) Given the product [CH2:2]([O:3][C:4]([CH:6]1[CH2:12][C:11]2[C:19]3[C:14](=[CH:15][CH:16]=[CH:17][CH:18]=3)[NH:20][C:9]=2[CH2:8][CH2:7]1)=[O:5])[CH3:1], predict the reactants needed to synthesize it. The reactants are: [CH3:1][CH2:2][O:3][C:4]([CH:6]1[CH2:12][CH2:11][C:9](=O)[CH2:8][CH2:7]1)=[O:5].Cl.[C:14]1([NH:20]N)[CH:19]=[CH:18][CH:17]=[CH:16][CH:15]=1.